Task: Predict the reactants needed to synthesize the given product.. Dataset: Full USPTO retrosynthesis dataset with 1.9M reactions from patents (1976-2016) (1) The reactants are: Cl[C:2]1[CH:7]=[CH:6][C:5]([I:8])=[CH:4][N:3]=1.C(N(C(C)C)CC)(C)C.[NH:18]1[CH2:23][CH2:22][NH:21][CH2:20][CH2:19]1. Given the product [I:8][C:5]1[CH:6]=[CH:7][C:2]([N:18]2[CH2:23][CH2:22][NH:21][CH2:20][CH2:19]2)=[N:3][CH:4]=1, predict the reactants needed to synthesize it. (2) Given the product [CH:1]1([CH:4]([C:11]2[C:16]([F:17])=[CH:15][N:14]=[C:13]([O:18][CH3:19])[CH:12]=2)[CH2:5][C:6]([O:8][CH2:9][CH3:10])=[O:7])[CH2:2][CH2:3]1, predict the reactants needed to synthesize it. The reactants are: [CH:1]1([C:4]([C:11]2[C:16]([F:17])=[CH:15][N:14]=[C:13]([O:18][CH3:19])[CH:12]=2)=[CH:5][C:6]([O:8][CH2:9][CH3:10])=[O:7])[CH2:3][CH2:2]1. (3) The reactants are: [C-:1]#[N:2].[Na+].[CH2:4]([C:6]1[CH:13]=[C:12]([CH3:14])[CH:11]=[C:10]([CH2:15][CH3:16])[C:7]=1[CH2:8]Cl)[CH3:5]. Given the product [CH2:4]([C:6]1[CH:13]=[C:12]([CH3:14])[CH:11]=[C:10]([CH2:15][CH3:16])[C:7]=1[CH2:8][C:1]#[N:2])[CH3:5], predict the reactants needed to synthesize it.